Predict the reactants needed to synthesize the given product. From a dataset of Full USPTO retrosynthesis dataset with 1.9M reactions from patents (1976-2016). (1) Given the product [NH2:14][C:1]1[CH:2]=[CH:7][C:67]2[C@H:66]([CH2:32][C:41]([O:40][CH3:39])=[O:16])[CH2:65][O:64][C:68]=2[CH:8]=1, predict the reactants needed to synthesize it. The reactants are: [C:1](=[NH:14])([C:8]1C=CC=CC=1)[C:2]1[CH:7]=CC=CC=1.C(=O)([O-])[O-:16].[Cs+].[Cs+].C1(P(C2C=CC=CC=2)C2[C:41]3[O:40][C:39]4C(=CC=CC=4P(C4C=CC=CC=4)C4C=CC=CC=4)C(C)(C)[C:32]=3C=CC=2)C=CC=CC=1.Cl.[O:64]1[CH2:68][CH2:67][CH2:66][CH2:65]1. (2) Given the product [CH3:27][O:26][C:22]1[CH:21]=[C:20]([C:16]2([C:3]3[NH:4][C:5]4[C:10]([C:2]=3[CH3:1])=[CH:9][CH:8]=[CH:7][CH:6]=4)[CH2:15][CH2:14][C:13]([N:12]([CH3:11])[CH3:34])([C:28]3[CH:33]=[CH:32][CH:31]=[CH:30][CH:29]=3)[CH2:18][CH2:17]2)[CH:25]=[CH:24][CH:23]=1, predict the reactants needed to synthesize it. The reactants are: [CH3:1][C:2]1[C:10]2[C:5](=[CH:6][CH:7]=[CH:8][CH:9]=2)[NH:4][CH:3]=1.[CH3:11][N:12]([CH3:34])[C:13]1([C:28]2[CH:33]=[CH:32][CH:31]=[CH:30][CH:29]=2)[CH2:18][CH2:17][C:16]([C:20]2[CH:25]=[CH:24][CH:23]=[C:22]([O:26][CH3:27])[CH:21]=2)(O)[CH2:15][CH2:14]1.FC(F)(F)S(O)(=O)=O.[OH-].[Na+]. (3) Given the product [F:10][CH:8]([C:6]1[CH:5]=[CH:4][N:3]=[C:2]([NH:63][C:62]2[CH:64]=[C:65]([C:67]3[CH:68]=[N:69][N:70]([CH2:72][C:73]([CH3:75])=[CH2:74])[CH:71]=3)[CH:66]=[C:60]([CH3:59])[CH:61]=2)[N:7]=1)[CH3:9], predict the reactants needed to synthesize it. The reactants are: Cl[C:2]1[N:7]=[C:6]([CH:8]([F:10])[CH3:9])[CH:5]=[CH:4][N:3]=1.C1(P(C2C=CC=CC=2)C2C3OC4C(=CC=CC=4P(C4C=CC=CC=4)C4C=CC=CC=4)C(C)(C)C=3C=CC=2)C=CC=CC=1.C(=O)([O-])[O-].[Cs+].[Cs+].[CH3:59][C:60]1[CH:61]=[C:62]([CH:64]=[C:65]([C:67]2[CH:68]=[N:69][N:70]([CH2:72][C:73]([CH3:75])=[CH2:74])[CH:71]=2)[CH:66]=1)[NH2:63]. (4) Given the product [Cl:3][C:4]1[CH:5]=[C:6]([CH:24]=[CH:25][C:26]=1[NH:27][C:28]([NH:30][CH2:31][CH3:32])=[O:29])[O:7][C:8]1[C:17]2[C:12](=[CH:13][C:14]([O:22][CH3:23])=[C:15]([C:18]([OH:20])=[O:19])[CH:16]=2)[N:11]=[CH:10][CH:9]=1, predict the reactants needed to synthesize it. The reactants are: [OH-].[Na+].[Cl:3][C:4]1[CH:5]=[C:6]([CH:24]=[CH:25][C:26]=1[NH:27][C:28]([NH:30][CH2:31][CH3:32])=[O:29])[O:7][C:8]1[C:17]2[C:12](=[CH:13][C:14]([O:22][CH3:23])=[C:15]([C:18]([O:20]C)=[O:19])[CH:16]=2)[N:11]=[CH:10][CH:9]=1.Cl.